From a dataset of Full USPTO retrosynthesis dataset with 1.9M reactions from patents (1976-2016). Predict the reactants needed to synthesize the given product. (1) The reactants are: [CH3:1][C:2]([CH3:42])([CH3:41])[CH2:3][O:4][C:5]1[CH:6]=[C:7]([C:15]2[C:16]([C:39]#[N:40])=[N:17][N:18](C(C3C=CC=CC=3)(C3C=CC=CC=3)C3C=CC=CC=3)[N:19]=2)[CH:8]=[C:9]([C:11]([F:14])([F:13])[F:12])[CH:10]=1.CC(O)=O. Given the product [CH3:1][C:2]([CH3:42])([CH3:41])[CH2:3][O:4][C:5]1[CH:6]=[C:7]([C:15]2[N:19]=[N:18][NH:17][C:16]=2[C:39]#[N:40])[CH:8]=[C:9]([C:11]([F:13])([F:14])[F:12])[CH:10]=1, predict the reactants needed to synthesize it. (2) Given the product [CH:1]1([C@@H:15]2[CH2:16][CH2:17][N:18]([C:21]([O:23][CH2:24][C:25]3[CH:30]=[CH:29][CH:28]=[CH:27][CH:26]=3)=[O:22])[CH2:19][C@H:20]2[NH:14][P:9]([O:8][CH2:6][CH3:7])([O:11][CH2:12][CH3:13])=[O:10])[CH2:3][CH2:2]1, predict the reactants needed to synthesize it. The reactants are: [CH:1]1([Mg]Br)[CH2:3][CH2:2]1.[CH2:6]([O:8][P:9]([N:14]1[CH:20]2[CH:15]1[CH2:16][CH2:17][N:18]([C:21]([O:23][CH2:24][C:25]1[CH:30]=[CH:29][CH:28]=[CH:27][CH:26]=1)=[O:22])[CH2:19]2)([O:11][CH2:12][CH3:13])=[O:10])[CH3:7].O. (3) Given the product [CH3:1][O:2][C:3]1[CH:4]=[CH:5][C:6]2[NH:12][CH2:11][CH2:10][NH:9][CH2:8][C:7]=2[CH:15]=1, predict the reactants needed to synthesize it. The reactants are: [CH3:1][O:2][C:3]1[CH:4]=[CH:5][C:6]2[NH:12][C:11](=O)[CH2:10][NH:9][C:8](=O)[C:7]=2[CH:15]=1.[H-].[Al+3].[Li+].[H-].[H-].[H-].